From a dataset of Forward reaction prediction with 1.9M reactions from USPTO patents (1976-2016). Predict the product of the given reaction. (1) Given the reactants [CH3:1][O:2][C:3](=[O:11])[C:4]1[C:5](=[CH:7][CH:8]=[CH:9][CH:10]=1)[NH2:6].C(O)(=O)C.[Br:16][C:17]1[CH:22]=[C:21]([CH:23]=O)[CH:20]=[CH:19][N:18]=1.C([BH3-])#N.[Na+], predict the reaction product. The product is: [CH3:1][O:2][C:3](=[O:11])[C:4]1[CH:10]=[CH:9][CH:8]=[CH:7][C:5]=1[NH:6][CH2:23][C:21]1[CH:20]=[CH:19][N:18]=[C:17]([Br:16])[CH:22]=1. (2) Given the reactants [Cl:1][C:2]1[CH:7]=[C:6]([C:8]2[NH:12][C:11]([N:13]3[CH2:18][CH2:17][NH:16][CH2:15][CH2:14]3)=[C:10]([C:19]([NH2:21])=[O:20])[CH:9]=2)[CH:5]=[CH:4][N:3]=1.Cl[C:23]([O:25][CH2:26][C:27]1[CH:32]=[CH:31][CH:30]=[CH:29][CH:28]=1)=[O:24], predict the reaction product. The product is: [CH2:26]([O:25][C:23]([N:16]1[CH2:15][CH2:14][N:13]([C:11]2[NH:12][C:8]([C:6]3[CH:5]=[CH:4][N:3]=[C:2]([Cl:1])[CH:7]=3)=[CH:9][C:10]=2[C:19](=[O:20])[NH2:21])[CH2:18][CH2:17]1)=[O:24])[C:27]1[CH:32]=[CH:31][CH:30]=[CH:29][CH:28]=1. (3) Given the reactants Cl[C:2]1[C:11]2[C:6](=[CH:7][C:8]([CH2:12][N:13]3[CH2:18][CH2:17][N:16]([C:19](=[O:28])[CH:20]=[CH:21][C:22]4[S:23][CH:24]=[C:25]([Br:27])[CH:26]=4)[C@@H:15]([CH3:29])[C:14]3=[O:30])=[CH:9][CH:10]=2)[N:5]=[CH:4][CH:3]=1.C1(O)C=CC=CC=1.C([O-])(=O)C.[NH4+:42], predict the reaction product. The product is: [NH2:42][C:2]1[C:11]2[C:6](=[CH:7][C:8]([CH2:12][N:13]3[CH2:18][CH2:17][N:16]([C:19](=[O:28])[CH:20]=[CH:21][C:22]4[S:23][CH:24]=[C:25]([Br:27])[CH:26]=4)[C@@H:15]([CH3:29])[C:14]3=[O:30])=[CH:9][CH:10]=2)[N:5]=[CH:4][CH:3]=1. (4) The product is: [CH2:1]([O:8][C:9]1[CH:10]=[CH:11][C:12]([C:15]2[C:19]3=[N:20][CH:21]=[CH:22][CH:23]=[C:18]3[N:17]([CH:31]([CH3:33])[CH3:32])[N:16]=2)=[N:13][CH:14]=1)[C:2]1[CH:3]=[CH:4][CH:5]=[CH:6][CH:7]=1. Given the reactants [CH2:1]([O:8][C:9]1[CH:10]=[CH:11][C:12]([C:15]2[C:19]3=[N:20][CH:21]=[CH:22][CH:23]=[C:18]3[NH:17][N:16]=2)=[N:13][CH:14]=1)[C:2]1[CH:7]=[CH:6][CH:5]=[CH:4][CH:3]=1.C([O-])([O-])=O.[K+].[K+].I[CH:31]([CH3:33])[CH3:32].C([O-])(O)=O.[Na+], predict the reaction product.